Predict the reaction yield, written as a fraction of the theoretical maximum amount of product (1.0 means a 100% yield; for example, 0.34 means a 34% yield). From a dataset of Reaction yield outcomes from USPTO patents with 853,638 reactions. (1) The reactants are Cl[C:2]1[N:7]=[CH:6][N:5]=[C:4]([NH2:8])[C:3]=1[C:9]1[N:13]=[CH:12][N:11]([CH3:14])[N:10]=1.[NH2:15][C@H:16]([C:19]1[N:28]([CH:29]2[CH2:31][CH2:30]2)[C:27](=[O:32])[C:26]2[C:21](=[CH:22][CH:23]=[CH:24][C:25]=2[F:33])[N:20]=1)[CH2:17][CH3:18].CCN(C(C)C)C(C)C.C(Cl)Cl.CO. The catalyst is CCCCO. The product is [NH2:8][C:4]1[N:5]=[CH:6][N:7]=[C:2]([NH:15][C@H:16]([C:19]2[N:28]([CH:29]3[CH2:30][CH2:31]3)[C:27](=[O:32])[C:26]3[C:21](=[CH:22][CH:23]=[CH:24][C:25]=3[F:33])[N:20]=2)[CH2:17][CH3:18])[C:3]=1[C:9]1[N:13]=[CH:12][N:11]([CH3:14])[N:10]=1. The yield is 0.765. (2) The reactants are [C:1]([O:5][C:6]([NH:8][C@H:9]([CH2:12][C:13]1[CH:18]=[CH:17][CH:16]=[CH:15][CH:14]=1)[CH2:10][OH:11])=[O:7])([CH3:4])([CH3:3])[CH3:2].C(N(CC)CC)C.[C:26](Cl)(=[O:31])[C:27]([CH3:30])([CH3:29])[CH3:28]. The catalyst is C(Cl)Cl.CN(C)C1C=CN=CC=1. The product is [C:26]([O:11][CH2:10][C@H:9]([NH:8][C:6]([O:5][C:1]([CH3:4])([CH3:2])[CH3:3])=[O:7])[CH2:12][C:13]1[CH:14]=[CH:15][CH:16]=[CH:17][CH:18]=1)(=[O:31])[C:27]([CH3:30])([CH3:29])[CH3:28]. The yield is 0.880. (3) The reactants are Cl[C:2]1[N:7]=[C:6]([C:8]2[N:12]([CH3:13])[C:11]([CH3:14])=[N:10][CH:9]=2)[C:5]([F:15])=[CH:4][N:3]=1.[OH-].[NH4+:17]. The catalyst is C(O)CC. The product is [CH3:13][N:12]1[C:8]([C:6]2[C:5]([F:15])=[CH:4][N:3]=[C:2]([NH2:17])[N:7]=2)=[CH:9][N:10]=[C:11]1[CH3:14]. The yield is 0.780. (4) The reactants are [Cl:1][C:2]1[CH:7]=[C:6]([Cl:8])[CH:5]=[CH:4][C:3]=1[NH:9][C:10]1[NH:14][C:13]2[C:15]([N:20]([CH2:23][CH3:24])[CH2:21][CH3:22])=[CH:16][CH:17]=[C:18]([F:19])[C:12]=2[N:11]=1.Br[CH2:26][CH2:27][CH2:28]Br.C(=O)([O-])[O-].[K+].[K+].C(OCC)(=O)C. The catalyst is CN(C)C=O. The product is [Cl:1][C:2]1[CH:7]=[C:6]([Cl:8])[CH:5]=[CH:4][C:3]=1[N:9]1[C:10]2=[N:11][C:12]3[C:13](=[C:15]([N:20]([CH2:23][CH3:24])[CH2:21][CH3:22])[CH:16]=[CH:17][C:18]=3[F:19])[N:14]2[CH2:28][CH2:27][CH2:26]1. The yield is 0.360. (5) The reactants are N1(C2C3C=NC(NC(=O)N)=CC=3NN=2)CCOCC1.CO.[CH3:22][N:23]1[CH2:27][C@@H:26]([C:28]2[CH:33]=[CH:32][CH:31]=[CH:30][CH:29]=2)[C@H:25]([NH:34][C:35]([NH:37][C:38]2[N:43]=[CH:42][C:41]3[C:44]([N:47]4[CH2:52][CH2:51][O:50][CH2:49][CH2:48]4)=[N:45][NH:46][C:40]=3[CH:39]=2)=[O:36])[CH2:24]1. The catalyst is C(=O)=O. The product is [CH3:22][N:23]1[CH2:27][C@H:26]([C:28]2[CH:33]=[CH:32][CH:31]=[CH:30][CH:29]=2)[C@@H:25]([NH:34][C:35]([NH:37][C:38]2[N:43]=[CH:42][C:41]3[C:44]([N:47]4[CH2:52][CH2:51][O:50][CH2:49][CH2:48]4)=[N:45][NH:46][C:40]=3[CH:39]=2)=[O:36])[CH2:24]1. The yield is 0.500. (6) The reactants are CO.[C:3](#[N:5])[CH3:4].C(N)C.C[O:10][C:11]([C:13]1[C:18](=[O:19])[N:17]([C:20]2[CH:25]=[CH:24][CH:23]=[C:22]([C:26]([F:29])([F:28])[F:27])[CH:21]=2)[C:16]([CH3:30])=[C:15]([C:31]2[N:32]([C:36]3[CH:41]=[CH:40][C:39]([C:42]#[N:43])=[CH:38][CH:37]=3)[N:33]=[CH:34][CH:35]=2)[N:14]=1)=O. The catalyst is O. The product is [CH2:3]([NH:5][C:11]([C:13]1[C:18](=[O:19])[N:17]([C:20]2[CH:25]=[CH:24][CH:23]=[C:22]([C:26]([F:29])([F:27])[F:28])[CH:21]=2)[C:16]([CH3:30])=[C:15]([C:31]2[N:32]([C:36]3[CH:37]=[CH:38][C:39]([C:42]#[N:43])=[CH:40][CH:41]=3)[N:33]=[CH:34][CH:35]=2)[N:14]=1)=[O:10])[CH3:4]. The yield is 0.854.